Dataset: Retrosynthesis with 50K atom-mapped reactions and 10 reaction types from USPTO. Task: Predict the reactants needed to synthesize the given product. (1) The reactants are: CC(C)(C)OC(=O)NN1CCCCC1=O. Given the product NN1CCCCC1=O, predict the reactants needed to synthesize it. (2) Given the product CC(C)(C)OC(=O)NC1=N[C@](C)(c2cc(NC(=O)c3ccn(C(F)F)n3)ccc2F)Cn2c1nc(Cl)c2C#N, predict the reactants needed to synthesize it. The reactants are: CC(C)(C)OC(=O)NC1=N[C@](C)(c2cc(N)ccc2F)Cn2c1nc(Cl)c2C#N.O=C(O)c1ccn(C(F)F)n1.